From a dataset of Reaction yield outcomes from USPTO patents with 853,638 reactions. Predict the reaction yield, written as a fraction of the theoretical maximum amount of product (1.0 means a 100% yield; for example, 0.34 means a 34% yield). (1) The reactants are [CH2:1]([O:8][C:9]1[CH:17]=[C:16]([O:18][CH2:19][C:20]2[CH:25]=[CH:24][CH:23]=[CH:22][CH:21]=2)[CH:15]=[CH:14][C:10]=1[C:11](O)=[O:12])[C:2]1[CH:7]=[CH:6][CH:5]=[CH:4][CH:3]=1.C([O-])([O-])=O.[K+].[K+].[NH2:32][C:33]1[CH:38]=[CH:37][C:36]([N+:39]([O-:41])=[O:40])=[CH:35][C:34]=1[OH:42]. The catalyst is C1COCC1. The product is [CH2:1]([O:8][C:9]1[CH:17]=[C:16]([O:18][CH2:19][C:20]2[CH:25]=[CH:24][CH:23]=[CH:22][CH:21]=2)[CH:15]=[CH:14][C:10]=1[C:11]([NH:32][C:33]1[CH:38]=[CH:37][C:36]([N+:39]([O-:41])=[O:40])=[CH:35][C:34]=1[OH:42])=[O:12])[C:2]1[CH:3]=[CH:4][CH:5]=[CH:6][CH:7]=1. The yield is 0.557. (2) The reactants are [Cl:1][C:2]1[N:7]=[C:6]([NH2:8])[CH:5]=[CH:4][C:3]=1[CH3:9].CCN(CC)CC.[F:17][C:18]1([F:33])[O:22][C:21]2[CH:23]=[CH:24][C:25]([C:27]3([C:30](Cl)=[O:31])[CH2:29][CH2:28]3)=[CH:26][C:20]=2[O:19]1. The catalyst is ClCCl. The product is [Cl:1][C:2]1[N:7]=[C:6]([NH:8][C:30]([C:27]2([C:25]3[CH:24]=[CH:23][C:21]4[O:22][C:18]([F:33])([F:17])[O:19][C:20]=4[CH:26]=3)[CH2:29][CH2:28]2)=[O:31])[CH:5]=[CH:4][C:3]=1[CH3:9]. The yield is 0.940. (3) The reactants are [F:1][C:2]1[CH:7]=[CH:6][CH:5]=[CH:4][C:3]=1[C:8]1[N:12]([S:13]([C:16]2[CH:21]=[CH:20][CH:19]=[CH:18][C:17]=2[F:22])(=[O:15])=[O:14])[CH:11]=[C:10]([CH:23]=O)[CH:9]=1.CO.[CH3:27][NH2:28].[BH4-].[Na+].[ClH:31].C(=O)([O-])O.[Na+]. The catalyst is CO. The product is [ClH:31].[F:1][C:2]1[CH:7]=[CH:6][CH:5]=[CH:4][C:3]=1[C:8]1[N:12]([S:13]([C:16]2[CH:21]=[CH:20][CH:19]=[CH:18][C:17]=2[F:22])(=[O:15])=[O:14])[CH:11]=[C:10]([CH2:23][NH:28][CH3:27])[CH:9]=1. The yield is 0.700. (4) The reactants are [NH2:1][C:2]1[N:7]=[CH:6][N:5]=[C:4]2[N:8]([CH:12]([C:14]3[CH:21]=[C:20]([Cl:22])[C:17]([C:18]#[N:19])=[C:16]([CH:23]4[CH2:26][NH:25][CH2:24]4)[C:15]=3[O:27][CH2:28][CH3:29])[CH3:13])[N:9]=[C:10]([CH3:11])[C:3]=12.C(=O)([O-])[O-].[K+].[K+].Br[C:37]([CH3:46])([CH3:45])[C:38]([O:40][C:41]([CH3:44])([CH3:43])[CH3:42])=[O:39].O. The product is [NH2:1][C:2]1[N:7]=[CH:6][N:5]=[C:4]2[N:8]([CH:12]([C:14]3[C:15]([O:27][CH2:28][CH3:29])=[C:16]([CH:23]4[CH2:24][N:25]([C:37]([CH3:46])([CH3:45])[C:38]([O:40][C:41]([CH3:44])([CH3:43])[CH3:42])=[O:39])[CH2:26]4)[C:17]([C:18]#[N:19])=[C:20]([Cl:22])[CH:21]=3)[CH3:13])[N:9]=[C:10]([CH3:11])[C:3]=12. The yield is 0.830. The catalyst is CN(C)C=O. (5) The reactants are [CH3:1][N:2]1[CH2:7][CH2:6][N:5]([C:8]2[CH:9]=[CH:10][C:11]([N+:19]([O-])=O)=[C:12]([NH:14][S:15]([CH3:18])(=[O:17])=[O:16])[CH:13]=2)[CH2:4][CH2:3]1.O.NN.[C:25]1([CH3:35])[CH:30]=[CH:29][C:28]([S:31]([Cl:34])(=[O:33])=[O:32])=[CH:27][CH:26]=1.C(Cl)Cl.CO. The catalyst is C1COCC1.[Ni]. The product is [ClH:34].[CH3:35][C:25]1[CH:30]=[CH:29][C:28]([S:31]([NH:19][C:11]2[CH:10]=[CH:9][C:8]([N:5]3[CH2:6][CH2:7][N:2]([CH3:1])[CH2:3][CH2:4]3)=[CH:13][C:12]=2[NH:14][S:15]([CH3:18])(=[O:17])=[O:16])(=[O:33])=[O:32])=[CH:27][CH:26]=1. The yield is 0.280. (6) The reactants are [O:1]1[C:5]2[CH:6]=[CH:7][C:8]([C:10]3([C:13]([OH:15])=O)[CH2:12][CH2:11]3)=[CH:9][C:4]=2[O:3][CH2:2]1.CN(C(ON1N=NC2C=CC=CC1=2)=[N+](C)C)C.F[P-](F)(F)(F)(F)F.CCN(CC)CC.[NH2:47][C:48]1[CH:49]=[C:50]2[C:54](=[CH:55][CH:56]=1)[NH:53][C:52]([C:57]([CH3:61])([CH3:60])[CH2:58][OH:59])=[CH:51]2. The catalyst is C(#N)C. The product is [O:1]1[C:5]2[CH:6]=[CH:7][C:8]([C:10]3([C:13]([NH:47][C:48]4[CH:49]=[C:50]5[C:54](=[CH:55][CH:56]=4)[NH:53][C:52]([C:57]([CH3:61])([CH3:60])[CH2:58][OH:59])=[CH:51]5)=[O:15])[CH2:11][CH2:12]3)=[CH:9][C:4]=2[O:3][CH2:2]1. The yield is 0.750. (7) The reactants are [CH2:1]([O:8][CH:9]1[CH2:12][C:11](C(O)=O)([C:13]([OH:15])=[O:14])[CH2:10]1)[C:2]1[CH:7]=[CH:6][CH:5]=[CH:4][CH:3]=1. The catalyst is N1C=CC=CC=1. The product is [CH2:1]([O:8][CH:9]1[CH2:10][CH:11]([C:13]([OH:15])=[O:14])[CH2:12]1)[C:2]1[CH:7]=[CH:6][CH:5]=[CH:4][CH:3]=1. The yield is 0.950. (8) The reactants are [Cl:1][C:2]1[CH:7]=[CH:6][CH:5]=[C:4]([N+:8]([O-:10])=[O:9])[C:3]=1Cl.[C:12]([O:16][C:17]([N:19]1[CH2:24][CH2:23][NH:22][CH2:21][CH2:20]1)=[O:18])([CH3:15])([CH3:14])[CH3:13].C([O-])([O-])=O.[K+].[K+]. The catalyst is C(#N)C. The product is [C:12]([O:16][C:17]([N:19]1[CH2:24][CH2:23][N:22]([C:3]2[C:4]([N+:8]([O-:10])=[O:9])=[CH:5][CH:6]=[CH:7][C:2]=2[Cl:1])[CH2:21][CH2:20]1)=[O:18])([CH3:15])([CH3:13])[CH3:14]. The yield is 0.700.